This data is from Forward reaction prediction with 1.9M reactions from USPTO patents (1976-2016). The task is: Predict the product of the given reaction. (1) Given the reactants [CH2:1]([O:3][C:4](=[O:28])[CH2:5][CH2:6][N:7]1[C:16]2[C:11](=[CH:12][C:13]([O:17]CC3C=CC(OC)=CC=3)=[CH:14][CH:15]=2)[CH2:10][CH2:9][C:8]1=[O:27])[CH3:2].[H][H], predict the reaction product. The product is: [CH2:1]([O:3][C:4](=[O:28])[CH2:5][CH2:6][N:7]1[C:16]2[C:11](=[CH:12][C:13]([OH:17])=[CH:14][CH:15]=2)[CH2:10][CH2:9][C:8]1=[O:27])[CH3:2]. (2) Given the reactants CS([O:5][C:6]1[CH:11]=[CH:10][C:9]([C:12]2[O:13][CH:14]=[CH:15][N:16]=2)=[CH:8][CH:7]=1)(=O)=O.[OH-].[K+].Cl, predict the reaction product. The product is: [O:13]1[CH:14]=[CH:15][N:16]=[C:12]1[C:9]1[CH:10]=[CH:11][C:6]([OH:5])=[CH:7][CH:8]=1. (3) Given the reactants Cl.[F:2][C:3]1[CH:22]=[C:21]([N:23]2[CH:27]=[N:26][N:25]=[N:24]2)[CH:20]=[CH:19][C:4]=1[O:5][CH2:6][C:7]1[CH:12]=[CH:11][CH:10]=[C:9]([CH:13]2[CH2:18][CH2:17][NH:16][CH2:15][CH2:14]2)[N:8]=1.ClC1N=[CH:33][CH:32]=[CH:31][N:30]=1.[C:35]([O-])(O)=O.[Na+].C[N:41]([CH3:44])[CH:42]=O, predict the reaction product. The product is: [CH2:33]([C:32]1[CH:42]=[N:41][C:44]([N:16]2[CH2:15][CH2:14][CH:13]([C:9]3[CH:10]=[CH:11][CH:12]=[C:7]([CH2:6][O:5][C:4]4[CH:19]=[CH:20][C:21]([N:23]5[CH:27]=[N:26][N:25]=[N:24]5)=[CH:22][C:3]=4[F:2])[N:8]=3)[CH2:18][CH2:17]2)=[N:30][CH:31]=1)[CH3:35]. (4) The product is: [S:1]1[C:5]2[CH:6]=[CH:7][CH:8]=[CH:9][C:4]=2[N:3]=[C:2]1[C:10]1[CH:34]=[CH:33][C:13]2[C:14]3[CH:20]=[CH:19][C:18]([S:21]([NH:24][C@@H:25]([CH:30]([CH3:31])[CH3:32])[C:26]([OH:28])=[O:27])(=[O:22])=[O:23])=[CH:17][C:15]=3[O:16][C:12]=2[CH:11]=1. Given the reactants [S:1]1[C:5]2[CH:6]=[CH:7][CH:8]=[CH:9][C:4]=2[N:3]=[C:2]1[C:10]1[CH:34]=[CH:33][C:13]2[C:14]3[CH:20]=[CH:19][C:18]([S:21]([NH:24][C@@H:25]([CH:30]([CH3:32])[CH3:31])[C:26]([O:28]C)=[O:27])(=[O:23])=[O:22])=[CH:17][C:15]=3[O:16][C:12]=2[CH:11]=1.[Li+].[OH-], predict the reaction product. (5) Given the reactants [CH:1]1[CH:2]=[CH:3][C:4]2[S:9][N:8]=[C:7]([N:10]3[CH2:15][CH2:14][N:13]([CH2:16][CH2:17][C:18]4[CH:19]=[C:20]5[CH2:28][C:26](=[O:27])[NH:25][C:21]5=[CH:22][C:23]=4[Cl:24])[CH2:12][CH2:11]3)[C:5]=2[CH:6]=1.[OH:29]O, predict the reaction product. The product is: [CH2:14]1[N:13]([CH2:16][CH2:17][C:18]2[CH:19]=[C:20]3[CH2:28][C:26]([NH:25][C:21]3=[CH:22][C:23]=2[Cl:24])=[O:27])[CH2:12][CH2:11][N:10]([C:7]2[C:5]3[C:4](=[CH:3][CH:2]=[CH:1][CH:6]=3)[S:9](=[O:29])[N:8]=2)[CH2:15]1. (6) Given the reactants [N:1]([O-:3])=O.[Na+].[OH:5][CH:6]1[CH2:11][CH2:10][NH:9][CH2:8][CH2:7]1.C(O)(=O)C.C(=O)([O-])[O-].[Na+].[Na+], predict the reaction product. The product is: [N:1]([N:9]1[CH2:10][CH2:11][CH:6]([OH:5])[CH2:7][CH2:8]1)=[O:3].